From a dataset of Forward reaction prediction with 1.9M reactions from USPTO patents (1976-2016). Predict the product of the given reaction. (1) Given the reactants C(OC([N:8]([CH2:59][CH2:60][N:61]([CH3:63])[CH3:62])[CH2:9][C:10]([C@H:12]1[C@@H:16]2[C@@H:17]3[C@@:30]([CH3:33])([CH2:31][CH2:32][C@@:15]2([C:51]([NH:53][CH2:54][CH2:55][C:56]([OH:58])=[O:57])=[O:52])[CH2:14][CH2:13]1)[C@@:29]1([CH3:34])[C@@H:20]([C@:21]2([CH3:50])[C@@H:26]([CH2:27][CH2:28]1)[C:25]([CH3:36])([CH3:35])[C:24]([C:37]1[CH:42]=[CH:41][C:40]([C:43]([O:45]C(C)(C)C)=[O:44])=[CH:39][CH:38]=1)=[CH:23][CH2:22]2)[CH2:19][CH2:18]3)=[CH2:11])=O)(C)(C)C.C(O)(C(F)(F)F)=O, predict the reaction product. The product is: [C:56]([CH2:55][CH2:54][NH:53][C:51]([C@:15]12[CH2:14][CH2:13][C@@H:12]([C:10]([CH2:9][NH:8][CH2:59][CH2:60][N:61]([CH3:63])[CH3:62])=[CH2:11])[C@@H:16]1[C@@H:17]1[C@@:30]([CH3:33])([CH2:31][CH2:32]2)[C@@:29]2([CH3:34])[C@@H:20]([C@:21]3([CH3:50])[C@@H:26]([CH2:27][CH2:28]2)[C:25]([CH3:36])([CH3:35])[C:24]([C:37]2[CH:38]=[CH:39][C:40]([C:43]([OH:45])=[O:44])=[CH:41][CH:42]=2)=[CH:23][CH2:22]3)[CH2:19][CH2:18]1)=[O:52])([OH:58])=[O:57]. (2) The product is: [F:13][C:14]1[CH:19]=[CH:18][C:17]([S:20]([NH:1][CH2:2][CH2:3][CH2:4][NH:5][C:6](=[O:12])[O:7][C:8]([CH3:9])([CH3:11])[CH3:10])(=[O:21])=[O:22])=[C:16]([C:24]([F:27])([F:25])[F:26])[CH:15]=1. Given the reactants [NH2:1][CH2:2][CH2:3][CH2:4][NH:5][C:6](=[O:12])[O:7][C:8]([CH3:11])([CH3:10])[CH3:9].[F:13][C:14]1[CH:19]=[CH:18][C:17]([S:20](Cl)(=[O:22])=[O:21])=[C:16]([C:24]([F:27])([F:26])[F:25])[CH:15]=1.C(N(CC)CC)C, predict the reaction product. (3) Given the reactants [CH3:1][O:2][C:3](=[O:18])[C@@H:4]([NH:10][C:11](OC(C)(C)C)=O)[CH2:5]OCC=C.[CH3:19][N+:20]1([O-])[CH2:25][CH2:24][O:23][CH2:22][CH2:21]1.I([O-])(=O)(=O)=O.[Na+].[OH2:33].[C:34]1([CH3:44])[CH:39]=CC(S(O)(=O)=O)=C[CH:35]=1.C1[CH2:49][O:48]CC1.[OH2:50], predict the reaction product. The product is: [C:34]([O:33][C:19]([N:20]1[C@H:25]([CH2:11][NH:10][C@H:4]([C:3]([O:2][CH3:1])=[O:18])[CH3:5])[CH2:24][O:23][CH2:22][C@@H:21]1[O:48][CH3:49])=[O:50])([CH3:44])([CH3:39])[CH3:35]. (4) Given the reactants [OH:1][C:2]1[C:10]2[O:9][C:8]([C:11]([C:13]3[C:14]([C:19]4[CH:24]=[CH:23][CH:22]=[CH:21][CH:20]=4)=[N:15][O:16][C:17]=3[CH3:18])=[O:12])=[CH:7][C:6]=2[CH:5]=[CH:4][CH:3]=1.[CH2:25](O)[CH3:26].C1(P(C2C=CC=CC=2)C2C=CC=CC=2)C=CC=CC=1.N(C(OCC)=O)=NC(OCC)=O, predict the reaction product. The product is: [CH2:25]([O:1][C:2]1[C:10]2[O:9][C:8]([C:11]([C:13]3[C:14]([C:19]4[CH:24]=[CH:23][CH:22]=[CH:21][CH:20]=4)=[N:15][O:16][C:17]=3[CH3:18])=[O:12])=[CH:7][C:6]=2[CH:5]=[CH:4][CH:3]=1)[CH3:26]. (5) Given the reactants [CH:1]([Si:4]([CH:20]([CH3:22])[CH3:21])([CH:17]([CH3:19])[CH3:18])[O:5][C:6]1[CH:7]=[CH:8][CH:9]=[C:10]2[C:15]=1[NH:14][C:13](=[O:16])[CH:12]=[N:11]2)([CH3:3])[CH3:2].[CH2:23](N(CC)CC)C.C[Si](C=[N+]=[N-])(C)C, predict the reaction product. The product is: [CH3:23][O:16][C:13]1[CH:12]=[N:11][C:10]2[C:15](=[C:6]([O:5][Si:4]([CH:1]([CH3:3])[CH3:2])([CH:17]([CH3:19])[CH3:18])[CH:20]([CH3:22])[CH3:21])[CH:7]=[CH:8][CH:9]=2)[N:14]=1. (6) The product is: [Cl:1][C:2]1[CH:3]=[CH:4][C:5]([N:11]([CH3:22])[S:12]([C:15]2[CH:20]=[CH:19][C:18]([CH3:21])=[CH:17][CH:16]=2)(=[O:14])=[O:13])=[C:6]([C:7](=[O:8])[NH2:23])[CH:10]=1. Given the reactants [Cl:1][C:2]1[CH:10]=[C:6]([C:7](O)=[O:8])[C:5]([N:11]([CH3:22])[S:12]([C:15]2[CH:20]=[CH:19][C:18]([CH3:21])=[CH:17][CH:16]=2)(=[O:14])=[O:13])=[CH:4][CH:3]=1.[N:23]1C=CC=CC=1.ClC(OC(C)C)=O.N, predict the reaction product. (7) Given the reactants Cl.Cl[CH2:3][C:4]1[C:9]([F:10])=[CH:8][CH:7]=[CH:6][N:5]=1.BrCC1CCCCO1.[NH:19]1[C:27]2[C:22](=[CH:23][CH:24]=[CH:25][CH:26]=2)[C@@:21]2([C:39]3[C:30](=[CH:31][C:32]4[O:37][CH2:36][CH2:35][O:34][C:33]=4[CH:38]=3)[O:29][CH2:28]2)[C:20]1=[O:40], predict the reaction product. The product is: [F:10][C:9]1[C:4]([CH2:3][N:19]2[C:27]3[C:22](=[CH:23][CH:24]=[CH:25][CH:26]=3)[C@@:21]3([C:39]4[C:30](=[CH:31][C:32]5[O:37][CH2:36][CH2:35][O:34][C:33]=5[CH:38]=4)[O:29][CH2:28]3)[C:20]2=[O:40])=[N:5][CH:6]=[CH:7][CH:8]=1.